Dataset: Full USPTO retrosynthesis dataset with 1.9M reactions from patents (1976-2016). Task: Predict the reactants needed to synthesize the given product. (1) Given the product [CH2:1]([O:8][N:9]1[C:14]2[N:15]=[CH:16][N:17]=[C:18]([CH3:19])[C:13]=2[C:12]([NH:20][CH2:21][C:22]2[CH:27]=[CH:26][CH:25]=[CH:24][C:23]=2[OH:28])=[CH:11][C:10]1=[O:32])[C:2]1[CH:7]=[CH:6][CH:5]=[CH:4][CH:3]=1, predict the reactants needed to synthesize it. The reactants are: [CH2:1]([O:8][N:9]1[C:14]2[N:15]=[CH:16][N:17]=[C:18]([CH3:19])[C:13]=2[C:12]([NH:20][CH2:21][C:22]2[CH:27]=[CH:26][CH:25]=[CH:24][C:23]=2[O:28]COC)=[CH:11][C:10]1=[O:32])[C:2]1[CH:7]=[CH:6][CH:5]=[CH:4][CH:3]=1.C(OCC)(=O)C.C(=O)(O)[O-].[Na+]. (2) Given the product [NH2:32][C:27]1[N:26]=[C:25]([NH2:33])[C:24]2[C:29](=[N:30][CH:31]=[C:22]([CH2:21][N:19]([CH3:20])[C:16]3[CH:15]=[CH:14][C:13]([C:12]([NH:11][CH2:10][CH2:9][P:4](=[O:3])([OH:8])[OH:5])=[O:34])=[CH:18][CH:17]=3)[N:23]=2)[N:28]=1, predict the reactants needed to synthesize it. The reactants are: C([O:3][P:4]([CH2:9][CH2:10][NH:11][C:12](=[O:34])[C:13]1[CH:18]=[CH:17][C:16]([N:19]([CH2:21][C:22]2[N:23]=[C:24]3[C:29](=[N:30][CH:31]=2)[N:28]=[C:27]([NH2:32])[N:26]=[C:25]3[NH2:33])[CH3:20])=[CH:15][CH:14]=1)(=[O:8])[O:5]CC)C.C[Si](Br)(C)C. (3) Given the product [CH:13]([S:12][C:6]1[CH:5]=[CH:4][C:3]([C:1]#[N:2])=[CH:11][C:7]=1[C:8]([N:58]1[CH2:57][CH2:56][N:55]([C:52]2[CH:51]=[CH:50][C:49]([C:48]([F:61])([F:62])[F:47])=[CH:54][CH:53]=2)[CH2:60][CH2:59]1)=[O:10])([CH3:15])[CH3:14], predict the reactants needed to synthesize it. The reactants are: [C:1]([C:3]1[CH:4]=[CH:5][C:6]([S:12][CH:13]([CH3:15])[CH3:14])=[C:7]([CH:11]=1)[C:8]([OH:10])=O)#[N:2].CN(C(ON1N=NC2C=CC=CC1=2)=[N+](C)C)C.[B-](F)(F)(F)F.C(N(C(C)C)C(C)C)C.[F:47][C:48]([F:62])([F:61])[C:49]1[CH:54]=[CH:53][C:52]([N:55]2[CH2:60][CH2:59][NH:58][CH2:57][CH2:56]2)=[CH:51][CH:50]=1. (4) Given the product [Br:15][C:9]1[CH:8]=[CH:7][C:6]([C:16]#[N:17])=[CH:14][C:10]=1[C:11]([OH:13])=[O:12], predict the reactants needed to synthesize it. The reactants are: N([O-])=O.[Na+].N[C:6]1[CH:7]=[CH:8][C:9]([Br:15])=[C:10]([CH:14]=1)[C:11]([OH:13])=[O:12].[C:16]([Cu])#[N:17].[C-]#N.[Na+]. (5) Given the product [Br:39][CH2:1][C:2]1[C:3]([C:26]2[CH:31]=[CH:30][CH:29]=[CH:28][CH:27]=2)=[N:4][C:5]2[C:10]([C:11]=1[C:12]([NH:14][N:15]([C:20]1[CH:21]=[CH:22][CH:23]=[CH:24][CH:25]=1)[C:16]([O:18][CH3:19])=[O:17])=[O:13])=[CH:9][CH:8]=[CH:7][CH:6]=2, predict the reactants needed to synthesize it. The reactants are: [CH3:1][C:2]1[C:3]([C:26]2[CH:31]=[CH:30][CH:29]=[CH:28][CH:27]=2)=[N:4][C:5]2[C:10]([C:11]=1[C:12]([NH:14][N:15]([C:20]1[CH:25]=[CH:24][CH:23]=[CH:22][CH:21]=1)[C:16]([O:18][CH3:19])=[O:17])=[O:13])=[CH:9][CH:8]=[CH:7][CH:6]=2.C1C(=O)N([Br:39])C(=O)C1. (6) Given the product [O:15]1[C:10]2[CH:11]=[CH:12][CH:13]=[CH:14][C:9]=2[NH:8][C:16]1=[O:17], predict the reactants needed to synthesize it. The reactants are: C(N(CC)CC)C.[NH2:8][C:9]1[CH:14]=[CH:13][CH:12]=[CH:11][C:10]=1[OH:15].[C:16](=O)(OC(Cl)(Cl)Cl)[O:17]C(Cl)(Cl)Cl.